This data is from Full USPTO retrosynthesis dataset with 1.9M reactions from patents (1976-2016). The task is: Predict the reactants needed to synthesize the given product. The reactants are: Cl.[N+:2]([C:5]1[CH:10]=[CH:9][C:8]([CH2:11][NH2:12])=[CH:7][CH:6]=1)([O-:4])=[O:3].[CH3:13][C:14]([O:17][C:18](O[C:18]([O:17][C:14]([CH3:16])([CH3:15])[CH3:13])=[O:19])=[O:19])([CH3:16])[CH3:15]. Given the product [N+:2]([C:5]1[CH:6]=[CH:7][C:8]([CH2:11][NH:12][C:18](=[O:19])[O:17][C:14]([CH3:16])([CH3:15])[CH3:13])=[CH:9][CH:10]=1)([O-:4])=[O:3], predict the reactants needed to synthesize it.